From a dataset of Full USPTO retrosynthesis dataset with 1.9M reactions from patents (1976-2016). Predict the reactants needed to synthesize the given product. (1) Given the product [F:1][C:2]1[CH:7]=[C:6]([C:23]2[CH:24]=[CH:27][C:31]([C:41](=[O:42])[CH2:40][C:36]([CH3:43])([CH3:35])[C:37]([O:39][CH3:44])=[O:38])=[CH:30][CH:29]=2)[CH:5]=[CH:4][C:3]=1[NH:9][CH:10]=[O:11], predict the reactants needed to synthesize it. The reactants are: [F:1][C:2]1[CH:7]=[C:6](I)[CH:5]=[CH:4][C:3]=1[NH:9][CH:10]=[O:11].B1(B2O[C:24]([CH3:27])(C)[C:23]([CH3:29])(C)O2)O[C:24](C)([CH3:27])[C:23](C)([CH3:29])O1.[C:30]([O-])(=O)[CH3:31].[K+].[CH3:35][C:36]([CH3:43])([CH2:40][CH:41]=[O:42])[C:37]([O-:39])=[O:38].[C:44](=O)([O-])[O-].[Cs+].[Cs+]. (2) Given the product [CH3:1][C:2]1[CH:11]=[C:10]([N:12]2[CH2:16][CH2:15][CH2:14][CH2:13]2)[C:9]2[C:4](=[CH:5][C:6]([O:17][CH2:18][CH:19]3[CH2:20][CH2:21][CH2:22][O:23]3)=[CH:7][CH:8]=2)[N:3]=1, predict the reactants needed to synthesize it. The reactants are: [CH3:1][C:2]1[CH:11]=[C:10]([N:12]2[CH2:16][CH2:15][CH2:14][CH2:13]2)[C:9]2[C:4](=[CH:5][C:6]([OH:17])=[CH:7][CH:8]=2)[N:3]=1.[CH2:18](Br)[CH:19]1[O:23][CH2:22][CH2:21][CH2:20]1.